The task is: Predict the reaction yield, written as a fraction of the theoretical maximum amount of product (1.0 means a 100% yield; for example, 0.34 means a 34% yield).. This data is from Reaction yield outcomes from USPTO patents with 853,638 reactions. (1) The reactants are [Cl:1][C:2]1[CH:7]=[C:6]([O:8][CH3:9])[CH:5]=[CH:4][C:3]=1[OH:10].Br[C:12]1[S:13][CH:14]=[CH:15][N:16]=1.C(=O)([O-])[O-].[K+].[K+].O. The catalyst is CS(C)=O. The product is [Cl:1][C:2]1[CH:7]=[C:6]([O:8][CH3:9])[CH:5]=[CH:4][C:3]=1[O:10][C:12]1[S:13][CH:14]=[CH:15][N:16]=1. The yield is 0.880. (2) The reactants are C1(P(C2C=CC=CC=2)C2C=CC=CC=2)C=CC=CC=1.N1C=CN=C1.[I:25]I.[CH3:27][O:28][CH2:29][CH2:30][CH2:31][O:32][C:33]1[CH:34]=[C:35]([CH:43]=[CH:44][C:45]=1[O:46][CH3:47])[CH2:36][C@H:37]([CH:40]([CH3:42])[CH3:41])[CH2:38]O. The catalyst is C(Cl)Cl. The product is [CH3:27][O:28][CH2:29][CH2:30][CH2:31][O:32][C:33]1[CH:34]=[C:35]([CH2:36][C@@H:37]([CH2:38][I:25])[CH:40]([CH3:42])[CH3:41])[CH:43]=[CH:44][C:45]=1[O:46][CH3:47]. The yield is 0.900. (3) The reactants are O[CH:2]([C:13]1[CH:18]=[CH:17][C:16]([O:19][CH3:20])=[CH:15][CH:14]=1)[C:3]([C:5]1[CH:10]=[CH:9][C:8]([O:11][CH3:12])=[CH:7][CH:6]=1)=O.[CH3:21][NH:22][C:23]([NH:25][CH3:26])=[O:24]. The yield is 0.670. The product is [CH3:12][O:11][C:8]1[CH:9]=[CH:10][C:5]([C:3]2[N:22]([CH3:21])[C:23](=[O:24])[N:25]([CH3:26])[C:2]=2[C:13]2[CH:18]=[CH:17][C:16]([O:19][CH3:20])=[CH:15][CH:14]=2)=[CH:6][CH:7]=1. The catalyst is C(O)CO.O. (4) The reactants are [CH2:1]1[C:9]2[C:4](=[CH:5][C:6]([C:10]3[N:14]([CH3:15])[N:13]=[C:12]([C:16](=[N:18][NH2:19])[CH3:17])[C:11]=3[OH:20])=[CH:7][CH:8]=2)[CH2:3][CH2:2]1.[N:21]([C:24]1[CH:32]=[CH:31][C:27]([C:28]([OH:30])=[O:29])=[CH:26][CH:25]=1)=[C:22]=[S:23].O. The catalyst is CN(C)C=O. The product is [CH2:1]1[C:9]2[C:4](=[CH:5][C:6]([C:10]3[N:14]([CH3:15])[N:13]=[C:12]([C:16](=[N:18][NH:19][C:22](=[S:23])[NH:21][C:24]4[CH:25]=[CH:26][C:27]([C:28]([OH:30])=[O:29])=[CH:31][CH:32]=4)[CH3:17])[C:11]=3[OH:20])=[CH:7][CH:8]=2)[CH2:3][CH2:2]1. The yield is 0.790. (5) The reactants are C([N:8]1[CH2:13][CH2:12][C:11]([C:29]2[CH:34]=[CH:33][C:32]([F:35])=[CH:31][CH:30]=2)([CH2:14][NH:15][CH2:16][C:17]2[C:26]3[C:21](=[CH:22][CH:23]=[CH:24][CH:25]=3)[CH:20]=[C:19]([C:27]#[N:28])[CH:18]=2)[CH2:10][CH2:9]1)(OC(C)(C)C)=O.C[O-].[Na+].C=O.[BH4-].[Na+].[C:43]([O-])(O)=O.[Na+]. The catalyst is CO.CCOC(C)=O. The product is [F:35][C:32]1[CH:33]=[CH:34][C:29]([C:11]2([CH2:14][N:15]([CH3:43])[CH2:16][C:17]3[C:26]4[C:21](=[CH:22][CH:23]=[CH:24][CH:25]=4)[CH:20]=[C:19]([C:27]#[N:28])[CH:18]=3)[CH2:12][CH2:13][NH:8][CH2:9][CH2:10]2)=[CH:30][CH:31]=1. The yield is 0.340. (6) The reactants are [NH2:1][C:2]1[CH:11]=[CH:10][C:9]([OH:12])=[CH:8][C:3]=1[C:4]([O:6][CH3:7])=[O:5].[Cl:13][C:14]1[CH:22]=[C:21]([Cl:23])[CH:20]=[CH:19][C:15]=1[C:16](Cl)=[O:17].C(Cl)(Cl)Cl. The catalyst is N1C=CC=CC=1. The product is [Cl:13][C:14]1[CH:22]=[C:21]([Cl:23])[CH:20]=[CH:19][C:15]=1[C:16]([NH:1][C:2]1[CH:11]=[CH:10][C:9]([OH:12])=[CH:8][C:3]=1[C:4]([O:6][CH3:7])=[O:5])=[O:17]. The yield is 0.200. (7) The reactants are [C:1]([O:5][C:6]([N:8]1[CH2:13][CH2:12][CH:11]([C:14](=[O:19])N(OC)C)[CH2:10][CH2:9]1)=[O:7])([CH3:4])([CH3:3])[CH3:2].[CH3:20][O:21][C:22]1[CH:27]=[CH:26][C:25]([Mg]Br)=[CH:24][C:23]=1[CH3:30].[NH4+].[Cl-]. The catalyst is C1COCC1. The product is [C:1]([O:5][C:6]([N:8]1[CH2:9][CH2:10][CH:11]([C:14](=[O:19])[C:25]2[CH:26]=[CH:27][C:22]([O:21][CH3:20])=[C:23]([CH3:30])[CH:24]=2)[CH2:12][CH2:13]1)=[O:7])([CH3:2])([CH3:3])[CH3:4]. The yield is 0.510. (8) The reactants are [CH3:1][C@@H:2]1[CH2:7][NH:6][CH2:5][CH2:4][NH:3]1.[F:8][C:9]1[CH:10]=[CH:11][CH:12]=[C:13]([C:15]([F:18])([F:17])[F:16])[CH:14]=1.CC(C)([O-])C.[Na+].C1(C)C=CC=CC=1. The catalyst is ClCCl.C1(P(C2C=CC=CC=2)C2C=CC3C(=CC=CC=3)C=2C2C3C(=CC=CC=3)C=CC=2P(C2C=CC=CC=2)C2C=CC=CC=2)C=CC=CC=1. The product is [F:8][C:9]1[CH:10]=[CH:11][C:12]([N:6]2[CH2:5][CH2:4][NH:3][C@H:2]([CH3:1])[CH2:7]2)=[C:13]([C:15]([F:16])([F:17])[F:18])[CH:14]=1. The yield is 0.336.